Dataset: Reaction yield outcomes from USPTO patents with 853,638 reactions. Task: Predict the reaction yield, written as a fraction of the theoretical maximum amount of product (1.0 means a 100% yield; for example, 0.34 means a 34% yield). (1) The reactants are [CH3:1][O:2][C:3]1[CH:4]=[C:5]([NH:9][C:10]2[CH:15]=[C:14]([N:16]([CH3:18])[CH3:17])[N:13]=[C:12]([N:19]3[CH2:24][CH2:23][NH:22][CH2:21][CH2:20]3)[N:11]=2)[CH:6]=[CH:7][CH:8]=1.[S:25]1[CH:29]=[CH:28][CH:27]=[C:26]1[C:30](Cl)=[O:31].C(N(CC)CC)C. No catalyst specified. The product is [CH3:1][O:2][C:3]1[CH:4]=[C:5]([NH:9][C:10]2[CH:15]=[C:14]([N:16]([CH3:18])[CH3:17])[N:13]=[C:12]([N:19]3[CH2:24][CH2:23][N:22]([C:30]([C:26]4[S:25][CH:29]=[CH:28][CH:27]=4)=[O:31])[CH2:21][CH2:20]3)[N:11]=2)[CH:6]=[CH:7][CH:8]=1. The yield is 0.800. (2) The reactants are C([C@@H]1COC(=O)[N:9]1[C:14](=[O:40])[C@H:15]([CH2:30][C:31]1[CH:36]=[C:35]([CH3:37])[C:34]([F:38])=[C:33]([CH3:39])[CH:32]=1)[CH2:16][CH2:17][CH2:18][CH2:19][CH2:20][CH2:21][C:22]1[CH:27]=[CH:26][C:25]([F:28])=[C:24]([CH3:29])[CH:23]=1)C1C=CC=CC=1.[C-]#N.[K+].Cl.C1C[O:48]CC1.CO. No catalyst specified. The product is [OH:48][NH:9][C:14](=[O:40])[C@H:15]([CH2:30][C:31]1[CH:36]=[C:35]([CH3:37])[C:34]([F:38])=[C:33]([CH3:39])[CH:32]=1)[CH2:16][CH2:17][CH2:18][CH2:19][CH2:20][CH2:21][C:22]1[CH:27]=[CH:26][C:25]([F:28])=[C:24]([CH3:29])[CH:23]=1. The yield is 0.180. (3) The product is [OH:16][C@@H:14]([CH3:15])[CH2:13][O:12][C:5]1[CH:6]=[CH:7][CH:8]=[C:9]2[C:4]=1[N:3]=[C:2]([CH:1]=[O:18])[CH:11]=[CH:10]2. The yield is 0.570. The reactants are [CH3:1][C:2]1[CH:11]=[CH:10][C:9]2[C:4](=[C:5]([O:12][CH2:13][C@@H:14]([OH:16])[CH3:15])[CH:6]=[CH:7][CH:8]=2)[N:3]=1.[Se](=O)=[O:18]. The catalyst is O1CCOCC1.O.